Task: Predict the reaction yield, written as a fraction of the theoretical maximum amount of product (1.0 means a 100% yield; for example, 0.34 means a 34% yield).. Dataset: Reaction yield outcomes from USPTO patents with 853,638 reactions (1) The reactants are [CH:1]12[CH2:7][CH:4]([CH2:5][CH2:6]1)[CH2:3][CH:2]2[C:8]1[NH:12][C:11]2[C:13]([O:33]C)=[CH:14][CH:15]=[C:16]([C:17]([NH:19][CH:20]3[CH2:25][CH2:24][CH2:23][N:22](C(OC(C)(C)C)=O)[CH2:21]3)=[O:18])[C:10]=2[N:9]=1.B(Br)(Br)Br. No catalyst specified. The product is [CH:1]12[CH2:7][CH:4]([CH2:5][CH2:6]1)[CH2:3][CH:2]2[C:8]1[NH:12][C:11]2[C:13]([OH:33])=[CH:14][CH:15]=[C:16]([C:17]([NH:19][CH:20]3[CH2:25][CH2:24][CH2:23][NH:22][CH2:21]3)=[O:18])[C:10]=2[N:9]=1. The yield is 0.430. (2) The reactants are [NH2:1][C:2]1[CH:7]=[CH:6][C:5]([N+:8]([O-:10])=[O:9])=[CH:4][C:3]=1[OH:11].C(=O)([O-])O.[Na+].Cl[C:18](/[CH:20]=[CH:21]/[C:22]([O:24][CH2:25][CH3:26])=[O:23])=[O:19]. The catalyst is O1CCOCC1. The product is [OH:11][C:3]1[CH:4]=[C:5]([N+:8]([O-:10])=[O:9])[CH:6]=[CH:7][C:2]=1[NH:1][C:18](/[CH:20]=[CH:21]\[C:22]([O:24][CH2:25][CH3:26])=[O:23])=[O:19]. The yield is 0.826. (3) The reactants are [Cl-].[Li+].[Cl:3][C:4]1[CH:9]=[CH:8][C:7](I)=[CH:6][N:5]=1.[CH3:11][Si:12](Cl)([CH3:14])[CH3:13].[C:16]1(=[O:21])[CH2:20][CH2:19][CH:18]=[CH:17]1. The catalyst is C1COCC1.[NH4+].[Cl-].CCOC(C)=O.[Cu]I. The product is [Cl:3][C:4]1[CH:9]=[CH:8][C:7]([CH:18]2[CH2:19][CH2:20][C:16]([O:21][Si:12]([CH3:14])([CH3:13])[CH3:11])=[CH:17]2)=[CH:6][N:5]=1. The yield is 0.180. (4) The reactants are [N+:1]([C:4]1[CH:5]=[CH:6][C:7]([N:10]2[CH2:14][CH2:13][CH2:12][CH2:11]2)=[N:8][CH:9]=1)([O-])=O. The catalyst is CO.[Pd]. The product is [N:10]1([C:7]2[N:8]=[CH:9][C:4]([NH2:1])=[CH:5][CH:6]=2)[CH2:14][CH2:13][CH2:12][CH2:11]1. The yield is 0.970. (5) The reactants are [Br:1][C:2]1[C:3]([F:19])=[C:4]2[O:8][C:7]([C:9]([CH3:13])([CH3:12])[CH2:10][OH:11])=[N:6][C:5]2=[C:14]([C:17]#[N:18])[C:15]=1[CH3:16].F[B-](F)(F)F.[H+].[CH3:26][Si](C=[N+]=[N-])(C)C.O. The catalyst is C(Cl)Cl. The product is [Br:1][C:2]1[C:3]([F:19])=[C:4]2[O:8][C:7]([C:9]([CH3:13])([CH3:12])[CH2:10][O:11][CH3:26])=[N:6][C:5]2=[C:14]([C:17]#[N:18])[C:15]=1[CH3:16]. The yield is 0.680. (6) The reactants are [NH2:1][C:2]1[CH:7]=[CH:6][CH:5]=[CH:4][C:3]=1[SH:8].Br[CH2:10][C:11]1[CH:20]=[CH:19][CH:18]=[CH:17][C:12]=1[C:13]([O:15][CH3:16])=[O:14].C([O-])([O-])=O.[K+].[K+]. The catalyst is CN(C=O)C. The product is [NH2:1][C:2]1[CH:7]=[CH:6][CH:5]=[CH:4][C:3]=1[S:8][CH2:10][C:11]1[CH:20]=[CH:19][CH:18]=[CH:17][C:12]=1[C:13]([O:15][CH3:16])=[O:14]. The yield is 0.740.